Dataset: Catalyst prediction with 721,799 reactions and 888 catalyst types from USPTO. Task: Predict which catalyst facilitates the given reaction. (1) Reactant: COC1C=CC(C(C2C=CC(OC)=CC=2)[O:10][CH:11](C2C=CC=CC=2)[CH:12]2[CH2:16][CH:15]([OH:17])[CH2:14][N:13]2C(=O)CCCCC[N:24]2[C:32](=[O:33])[C:31]3[C:26](=[CH:27][CH:28]=[CH:29][CH:30]=3)[C:25]2=[O:34])=CC=1.C1(C)C=CC=CC=1.C(CC[O:61][P:62]([N:70](C(C)C)C(C)C)N(C(C)C)C(C)C)#N.C(OCC)(=[O:79])C. Product: [OH:17][CH:15]1[CH2:14][NH:13][C@H:12]([CH2:11][OH:10])[CH2:16]1.[P:62]([NH2:70])([O-:61])[O:79][N:24]1[C:32](=[O:33])[C:31]2=[CH:30][CH:29]=[CH:28][CH:27]=[C:26]2[C:25]1=[O:34]. The catalyst class is: 665. (2) Reactant: O.[OH-].[Li+].C([O:6][C:7](=[O:33])[C@@H:8]([O:30][CH2:31][CH3:32])[CH2:9][C:10]1[CH:15]=[CH:14][C:13]([O:16][CH2:17][CH2:18][C:19]2[CH:24]=[CH:23][C:22]([O:25][S:26]([CH3:29])(=[O:28])=[O:27])=[CH:21][CH:20]=2)=[CH:12][CH:11]=1)C. Product: [CH2:31]([O:30][C@@H:8]([CH2:9][C:10]1[CH:11]=[CH:12][C:13]([O:16][CH2:17][CH2:18][C:19]2[CH:20]=[CH:21][C:22]([O:25][S:26]([CH3:29])(=[O:27])=[O:28])=[CH:23][CH:24]=2)=[CH:14][CH:15]=1)[C:7]([OH:33])=[O:6])[CH3:32]. The catalyst class is: 132. (3) Reactant: [CH3:1][O:2][C:3]1[CH:12]=[CH:11][CH:10]=[C:9](/[CH:13]=[C:14]2\[N:15]=[C:16](C3C=CC=CC=3)[O:17][C:18]\2=[O:19])[C:4]=1[C:5](OC)=[O:6].[OH-].[K+]. Product: [CH3:1][O:2][C:3]1[CH:12]=[CH:11][CH:10]=[C:9]2[C:4]=1[C:5](=[O:6])[NH:15][C:14]([C:18]([O:17][CH3:16])=[O:19])=[CH:13]2. The catalyst class is: 5.